From a dataset of Forward reaction prediction with 1.9M reactions from USPTO patents (1976-2016). Predict the product of the given reaction. (1) Given the reactants [CH2:1]([O:8][C:9]([NH:11][C@@H:12]([CH3:16])[C:13](O)=[O:14])=[O:10])[C:2]1[CH:7]=[CH:6][CH:5]=[CH:4][CH:3]=1.C(=O)([O-])[O-].[NH4+].[NH4+].F[P-](F)(F)(F)(F)F.[N:30]1(O[P+](N(C)C)(N(C)C)N(C)C)C2C=CC=CC=2N=N1.C(N(CC)C(C)C)(C)C, predict the reaction product. The product is: [NH2:30][C:13](=[O:14])[C@@H:12]([NH:11][C:9](=[O:10])[O:8][CH2:1][C:2]1[CH:7]=[CH:6][CH:5]=[CH:4][CH:3]=1)[CH3:16]. (2) Given the reactants C([O-])([O-])=O.[Cs+].[Cs+].Br[CH2:8][C:9]([O:11][C:12]([CH3:15])([CH3:14])[CH3:13])=[O:10].[Cl:16][C:17]1[C:26]([I:27])=[CH:25][C:20]2[NH:21][C:22](=[S:24])[NH:23][C:19]=2[CH:18]=1, predict the reaction product. The product is: [Cl:16][C:17]1[C:26]([I:27])=[CH:25][C:20]2[N:21]=[C:22]([S:24][CH2:8][C:9]([O:11][C:12]([CH3:15])([CH3:14])[CH3:13])=[O:10])[NH:23][C:19]=2[CH:18]=1.